The task is: Predict the reaction yield, written as a fraction of the theoretical maximum amount of product (1.0 means a 100% yield; for example, 0.34 means a 34% yield).. This data is from Reaction yield outcomes from USPTO patents with 853,638 reactions. (1) The reactants are [Cl:1][C:2]1[CH:3]=[C:4]([C:10]2([C:27]([F:30])([F:29])[F:28])[CH2:14][CH2:13][N:12]([C:15]3[S:16][C:17]([C:24](O)=[O:25])=[C:18]([C:20]([F:23])([F:22])[F:21])[N:19]=3)[CH2:11]2)[CH:5]=[C:6]([Cl:9])[C:7]=1[Cl:8].S(Cl)(Cl)=O. The catalyst is CN(C)C=O.ClCCCl. The product is [Cl:1][C:2]1[CH:3]=[C:4]([C:10]2([C:27]([F:30])([F:28])[F:29])[CH2:14][CH2:13][N:12]([C:15]3[S:16][C:17]([CH2:24][OH:25])=[C:18]([C:20]([F:23])([F:22])[F:21])[N:19]=3)[CH2:11]2)[CH:5]=[C:6]([Cl:9])[C:7]=1[Cl:8]. The yield is 0.650. (2) The reactants are [CH3:1][C:2]1[CH:7]=[CH:6][N:5]=[C:4]([N:8]2[C:16](=[O:17])[C:15]3[C:10](=[CH:11][CH:12]=[CH:13][CH:14]=3)[C:9]2=[O:18])[CH:3]=1.[Cl:19]N1C(=O)CCC1=O.C(OOC(=O)C1C=CC=CC=1)(=O)C1C=CC=CC=1. The catalyst is C(Cl)(Cl)(Cl)Cl. The product is [Cl:19][CH2:1][C:2]1[CH:7]=[CH:6][N:5]=[C:4]([N:8]2[C:9](=[O:18])[C:10]3[C:15](=[CH:14][CH:13]=[CH:12][CH:11]=3)[C:16]2=[O:17])[CH:3]=1. The yield is 0.280. (3) The reactants are [C:1]([C:4]1[CH:11]=[CH:10][C:7]([C:8]#[N:9])=[CH:6][CH:5]=1)(=O)[CH3:2].[CH3:12][NH2:13].[BH4-].[Na+].[OH-].[NH4+]. The catalyst is C1COCC1.CC(C)[O-].[Ti+4].CC(C)[O-].CC(C)[O-].CC(C)[O-]. The product is [CH3:12][NH:13][CH:1]([C:4]1[CH:11]=[CH:10][C:7]([C:8]#[N:9])=[CH:6][CH:5]=1)[CH3:2]. The yield is 0.970. (4) The reactants are Br[C:2]1[CH:7]=[CH:6][C:5]([F:8])=[CH:4][CH:3]=1.[NH2:9][CH2:10][CH:11]1[CH2:14][N:13]([C:15]([C:17]2[CH:22]=[CH:21][C:20]([S:23]([N:26]3[C:34]4[C:29](=[CH:30][CH:31]=[CH:32][CH:33]=4)[C:28]([C:35]4[CH:40]=[CH:39][CH:38]=[CH:37][CH:36]=4)=[CH:27]3)(=[O:25])=[O:24])=[CH:19][CH:18]=2)=[O:16])[CH2:12]1.C(P(C(C)(C)C)C1C=CC=CC=1C1C=CC=CC=1)(C)(C)C.CC(C)([O-])C.[Na+]. The catalyst is C1(C)C=CC=CC=1.C1C=CC(/C=C/C(/C=C/C2C=CC=CC=2)=O)=CC=1.C1C=CC(/C=C/C(/C=C/C2C=CC=CC=2)=O)=CC=1.C1C=CC(/C=C/C(/C=C/C2C=CC=CC=2)=O)=CC=1.[Pd].[Pd]. The product is [F:8][C:5]1[CH:6]=[CH:7][C:2]([NH:9][CH2:10][CH:11]2[CH2:12][N:13]([C:15]([C:17]3[CH:18]=[CH:19][C:20]([S:23]([N:26]4[C:34]5[C:29](=[CH:30][CH:31]=[CH:32][CH:33]=5)[C:28]([C:35]5[CH:40]=[CH:39][CH:38]=[CH:37][CH:36]=5)=[CH:27]4)(=[O:25])=[O:24])=[CH:21][CH:22]=3)=[O:16])[CH2:14]2)=[CH:3][CH:4]=1. The yield is 0.180. (5) The reactants are CS(C)=O.C(Cl)(=O)C(Cl)=O.[OH:11][CH:12]1[C:16]2[N:17]=[CH:18][N:19]=[C:20]([N:21]3[CH2:26][CH2:25][N:24]([C:27]([O:29][C:30]([CH3:33])([CH3:32])[CH3:31])=[O:28])[CH2:23][CH2:22]3)[C:15]=2[C@H:14]([CH3:34])[CH2:13]1.C(N(CC)CC)C. The catalyst is C(Cl)Cl.CCOC(C)=O.O. The product is [CH3:34][C@H:14]1[C:15]2[C:20]([N:21]3[CH2:26][CH2:25][N:24]([C:27]([O:29][C:30]([CH3:33])([CH3:32])[CH3:31])=[O:28])[CH2:23][CH2:22]3)=[N:19][CH:18]=[N:17][C:16]=2[C:12](=[O:11])[CH2:13]1. The yield is 0.823. (6) The reactants are C(OC(=O)[NH:7][C@H:8]1[CH2:13][CH2:12][C@@H:11]([N:14]2[C:19](=[O:20])[C:18]3[CH:21]=[C:22]([F:25])[CH:23]=[N:24][C:17]=3[N:16]([C:26]3[CH:27]=[C:28]([C:32]4[CH:37]=[CH:36][C:35]([CH3:38])=[CH:34][CH:33]=4)[CH:29]=[CH:30][CH:31]=3)[C:15]2=[O:39])[CH2:10][CH2:9]1)(C)(C)C.O1CCOCC1. The catalyst is Cl. The product is [NH2:7][C@@H:8]1[CH2:13][CH2:12][C@H:11]([N:14]2[C:19](=[O:20])[C:18]3[CH:21]=[C:22]([F:25])[CH:23]=[N:24][C:17]=3[N:16]([C:26]3[CH:27]=[C:28]([C:32]4[CH:33]=[CH:34][C:35]([CH3:38])=[CH:36][CH:37]=4)[CH:29]=[CH:30][CH:31]=3)[C:15]2=[O:39])[CH2:10][CH2:9]1. The yield is 0.810. (7) The reactants are [OH:1][CH:2]([CH2:8][N:9]([CH3:22])[S:10]([C:13]1[CH:18]=[CH:17][CH:16]=[CH:15][C:14]=1[N+:19]([O-:21])=[O:20])(=[O:12])=[O:11])[CH2:3][C:4]([O:6][CH3:7])=[O:5].I[CH3:24].[H-].[Na+]. The catalyst is CN(C=O)C. The product is [CH3:22][N:9]([S:10]([C:13]1[CH:18]=[CH:17][CH:16]=[CH:15][C:14]=1[N+:19]([O-:21])=[O:20])(=[O:11])=[O:12])[CH2:8][CH:2]([O:1][CH3:24])[CH2:3][C:4]([O:6][CH3:7])=[O:5]. The yield is 0.450. (8) The reactants are [CH3:1][C:2]1[O:6][N:5]=[C:4]([NH2:7])[CH:3]=1.[CH:8]1([CH2:12][N:13]([CH2:26][CH3:27])[C:14]2[C:23]([CH:24]=O)=[CH:22][C:21]3[C:16](=[CH:17][CH:18]=[CH:19][CH:20]=3)[N:15]=2)[CH2:11][CH2:10][CH2:9]1.C([BH3-])#N.[Na+]. The catalyst is CO.C(O)(=O)C. The product is [CH:8]1([CH2:12][N:13]([CH2:26][CH3:27])[C:14]2[C:23]([CH2:24][NH:7][C:4]3[CH:3]=[C:2]([CH3:1])[O:6][N:5]=3)=[CH:22][C:21]3[C:16](=[CH:17][CH:18]=[CH:19][CH:20]=3)[N:15]=2)[CH2:9][CH2:10][CH2:11]1. The yield is 0.430.